Task: Predict the reactants needed to synthesize the given product.. Dataset: Full USPTO retrosynthesis dataset with 1.9M reactions from patents (1976-2016) (1) Given the product [CH2:2]([O:9][C:10]1[C:11]([C:24]([O:26][C:27]([CH3:30])([CH3:29])[CH3:28])=[O:25])=[N:12][C:13]([CH2:17][CH:18]2[CH2:23][CH2:22][N:21]([C:35]3[CH:34]=[CH:33][C:32]([Br:31])=[CH:37][N:36]=3)[CH2:20][CH2:19]2)=[N:14][C:15]=1[CH3:16])[C:3]1[CH:4]=[CH:5][CH:6]=[CH:7][CH:8]=1, predict the reactants needed to synthesize it. The reactants are: Cl.[CH2:2]([O:9][C:10]1[C:11]([C:24]([O:26][C:27]([CH3:30])([CH3:29])[CH3:28])=[O:25])=[N:12][C:13]([CH2:17][CH:18]2[CH2:23][CH2:22][NH:21][CH2:20][CH2:19]2)=[N:14][C:15]=1[CH3:16])[C:3]1[CH:8]=[CH:7][CH:6]=[CH:5][CH:4]=1.[Br:31][C:32]1[CH:33]=[CH:34][C:35](Cl)=[N:36][CH:37]=1.C(=O)([O-])[O-].[K+].[K+]. (2) The reactants are: [F:1][C:2]1[CH:3]=[C:4]([N:8]2[C@@:12]3([CH2:17][CH2:16][N:15](C(OCC4C=CC=CC=4)=O)[C@@H:14]([CH3:28])[CH2:13]3)[CH:11]=[CH:10][S:9]2(=[O:30])=[O:29])[CH:5]=[CH:6][CH:7]=1.Cl.ClCCl.[OH-].[Na+]. Given the product [F:1][C:2]1[CH:3]=[C:4]([N:8]2[C@@:12]3([CH2:17][CH2:16][NH:15][C@@H:14]([CH3:28])[CH2:13]3)[CH:11]=[CH:10][S:9]2(=[O:30])=[O:29])[CH:5]=[CH:6][CH:7]=1, predict the reactants needed to synthesize it. (3) Given the product [Br:1][C:2]1[C:3]([N+:10]([O-:12])=[O:11])=[CH:4][C:5]([CH3:9])=[N+:6]([O-:8])[CH:7]=1, predict the reactants needed to synthesize it. The reactants are: [Br:1][C:2]1[CH:3]=[CH:4][C:5]([CH3:9])=[N+:6]([O-:8])[CH:7]=1.[N+:10]([O-])([OH:12])=[O:11].[OH-].[Na+].